Dataset: Catalyst prediction with 721,799 reactions and 888 catalyst types from USPTO. Task: Predict which catalyst facilitates the given reaction. Reactant: [CH3:1][S:2]([N:5]1[CH2:14][CH2:13][C:12]2[C:7](=[CH:8][CH:9]=[C:10]([C:15]3[N:19]=[C:18]([CH2:20][CH2:21][C:22]4[CH:27]=[CH:26][C:25](B5OC(C)(C)C(C)(C)O5)=[CH:24][CH:23]=4)[O:17][N:16]=3)[CH:11]=2)[CH2:6]1)(=[O:4])=[O:3].Br[C:38]1[CH:43]=[CH:42][C:41]([CH3:44])=[CH:40][N:39]=1.O1CCOCC1.C([O-])([O-])=O.[Na+].[Na+]. Product: [CH3:44][C:41]1[CH:42]=[CH:43][C:38]([C:25]2[CH:26]=[CH:27][C:22]([CH2:21][CH2:20][C:18]3[O:17][N:16]=[C:15]([C:10]4[CH:11]=[C:12]5[C:7](=[CH:8][CH:9]=4)[CH2:6][N:5]([S:2]([CH3:1])(=[O:3])=[O:4])[CH2:14][CH2:13]5)[N:19]=3)=[CH:23][CH:24]=2)=[N:39][CH:40]=1. The catalyst class is: 518.